Dataset: Full USPTO retrosynthesis dataset with 1.9M reactions from patents (1976-2016). Task: Predict the reactants needed to synthesize the given product. (1) Given the product [O:1]1[C:5]2[CH:6]=[C:7]([NH:10][C:14]3[C:15]4[N:16]([CH:18]=[CH:19][N:20]=4)[CH:17]=[C:12]([Br:11])[N:13]=3)[CH:8]=[CH:9][C:4]=2[CH:3]=[N:2]1, predict the reactants needed to synthesize it. The reactants are: [O:1]1[C:5]2[CH:6]=[C:7]([NH2:10])[CH:8]=[CH:9][C:4]=2[CH:3]=[N:2]1.[Br:11][C:12]1[N:13]=[C:14](Br)[C:15]2[N:16]([CH:18]=[CH:19][N:20]=2)[CH:17]=1.C([O-])([O-])=O.[K+].[K+]. (2) Given the product [CH3:1][C:2]([CH3:20])([CH3:19])[CH2:3][N:4]1[CH2:9][CH2:8][N:7]([C:10]2[CH:15]=[CH:14][C:13]([NH2:16])=[CH:12][CH:11]=2)[CH2:6][CH2:5]1, predict the reactants needed to synthesize it. The reactants are: [CH3:1][C:2]([CH3:20])([CH3:19])[CH2:3][N:4]1[CH2:9][CH2:8][N:7]([C:10]2[CH:15]=[CH:14][C:13]([N+:16]([O-])=O)=[CH:12][CH:11]=2)[CH2:6][CH2:5]1. (3) Given the product [Cl:16][C:17]1[C:25]([C:26]([F:29])([F:28])[F:27])=[CH:24][CH:23]=[CH:22][C:18]=1[C:19]([N:12]1[CH:13]=[CH:14][C:15]2[N:7]([C:2]3[CH:3]=[N:4][CH:5]=[CH:6][N:1]=3)[N:8]=[N:9][C:10]=2[CH:11]1[CH3:33])=[O:20], predict the reactants needed to synthesize it. The reactants are: [N:1]1[CH:6]=[CH:5][N:4]=[CH:3][C:2]=1[N:7]1[C:15]2[CH:14]=[CH:13][N:12]=[CH:11][C:10]=2[N:9]=[N:8]1.[Cl:16][C:17]1[C:25]([C:26]([F:29])([F:28])[F:27])=[CH:24][CH:23]=[CH:22][C:18]=1[C:19](Cl)=[O:20].C[Mg+].[Br-].[C:33]([O-])(O)=O.[Na+]. (4) Given the product [CH2:10]1[C:11]2[C:6](=[CH:5][CH:4]=[N:3][CH:2]=2)[CH2:7][CH2:8][NH:9]1, predict the reactants needed to synthesize it. The reactants are: Cl[C:2]1[C:11]2[C:6](=[CH:7][C:8](Cl)=[N:9][C:10]=2Cl)[CH:5]=[C:4](Cl)[N:3]=1.C([O-])(=O)C.[K+]. (5) Given the product [O:23]=[S:20]1(=[O:24])[CH2:21][CH2:22][CH:17]([O:1][C:2]2[CH:7]=[CH:6][N:5]3[C:8]([C:11]([O:13][CH2:14][CH3:15])=[O:12])=[CH:9][N:10]=[C:4]3[CH:3]=2)[CH2:18][CH2:19]1, predict the reactants needed to synthesize it. The reactants are: [OH:1][C:2]1[CH:7]=[CH:6][N:5]2[C:8]([C:11]([O:13][CH2:14][CH3:15])=[O:12])=[CH:9][N:10]=[C:4]2[CH:3]=1.O[CH:17]1[CH2:22][CH2:21][S:20](=[O:24])(=[O:23])[CH2:19][CH2:18]1.N(C(N1CCCCC1)=O)=NC(N1CCCCC1)=O.CCCCP(CCCC)CCCC. (6) Given the product [CH3:20][N:18]1[CH:19]=[C:15]([N:14]2[C:5]3[C:4]4[CH:3]=[C:2]([C:32]5[CH:31]=[CH:30][N:29]=[C:28]([O:27][CH:24]([CH3:26])[CH3:25])[CH:33]=5)[CH:11]=[CH:10][C:9]=4[N:8]=[CH:7][C:6]=3[N:12]([CH3:23])[C:13]2=[O:22])[C:16]([CH3:21])=[N:17]1, predict the reactants needed to synthesize it. The reactants are: Br[C:2]1[CH:11]=[CH:10][C:9]2[N:8]=[CH:7][C:6]3[N:12]([CH3:23])[C:13](=[O:22])[N:14]([C:15]4[C:16]([CH3:21])=[N:17][N:18]([CH3:20])[CH:19]=4)[C:5]=3[C:4]=2[CH:3]=1.[CH:24]([O:27][C:28]1[CH:33]=[C:32](B2OC(C)(C)C(C)(C)O2)[CH:31]=[CH:30][N:29]=1)([CH3:26])[CH3:25]. (7) Given the product [OH:30][C:23]1[CH:24]=[CH:25][CH:26]=[C:27]2[C:22]=1[N:21]=[C:20]([O:19][CH2:18][CH2:17][CH2:16][CH2:15][N:34]1[CH2:33][CH2:32][N:31]([C:37]3[N:44]=[CH:43][CH:42]=[CH:41][C:38]=3[C:39]#[N:40])[CH2:36][CH2:35]1)[CH:29]=[CH:28]2, predict the reactants needed to synthesize it. The reactants are: ClC1C(Cl)=CC=CC=1N1CCN([CH2:15][CH2:16][CH2:17][CH2:18][O:19][C:20]2[CH:29]=[CH:28][C:27]3[C:22](=[C:23]([OH:30])[CH:24]=[CH:25][CH:26]=3)[N:21]=2)CC1.[N:31]1([C:37]2[N:44]=[CH:43][CH:42]=[CH:41][C:38]=2[C:39]#[N:40])[CH2:36][CH2:35][NH:34][CH2:33][CH2:32]1. (8) The reactants are: [CH3:1][O:2][C:3]1[CH:4]=[C:5]([C:11]([C:13]2[CH:18]=[C:17]([O:19][CH3:20])[CH:16]=[C:15]([O:21][CH3:22])[CH:14]=2)=O)[CH:6]=[CH:7][C:8]=1[O:9][CH3:10].C[Si]([N-][Si](C)(C)C)(C)C.[Li+].CO[C:35]1C=C(C(C2C=CC=C(OC)C=2)=CC#N)C=C(OC)[CH:40]=1. Given the product [CH3:22][O:21][C:15]1[CH:14]=[C:13]([C:11]([C:5]2[CH:6]=[CH:7][C:8]([O:9][CH3:10])=[C:3]([O:2][CH3:1])[CH:4]=2)=[CH:35][CH3:40])[CH:18]=[C:17]([O:19][CH3:20])[CH:16]=1, predict the reactants needed to synthesize it. (9) Given the product [OH:1][C:2]1[NH:6][N:5]=[C:4]([C:7]([N:11]([CH2:12][CH2:13][CH:14]2[CH2:15][CH2:16][N:17]([C:20]([O:22][CH2:23][C:24]3[CH:25]=[C:26]([Cl:31])[CH:27]=[C:28]([Cl:30])[CH:29]=3)=[O:21])[CH2:18][CH2:19]2)[CH3:10])=[O:9])[CH:3]=1, predict the reactants needed to synthesize it. The reactants are: [OH:1][C:2]1[NH:6][N:5]=[C:4]([C:7]([OH:9])=O)[CH:3]=1.[CH3:10][NH:11][CH2:12][CH2:13][CH:14]1[CH2:19][CH2:18][N:17]([C:20]([O:22][CH2:23][C:24]2[CH:29]=[C:28]([Cl:30])[CH:27]=[C:26]([Cl:31])[CH:25]=2)=[O:21])[CH2:16][CH2:15]1.